This data is from Forward reaction prediction with 1.9M reactions from USPTO patents (1976-2016). The task is: Predict the product of the given reaction. (1) Given the reactants Cl.[C:2]([C:6]1[CH:26]=[CH:25][CH:24]=[CH:23][C:7]=1[O:8][CH2:9][CH2:10][N:11]([CH3:22])[C:12]([C:14]1[C:15]2[CH2:21][NH:20][CH2:19][C:16]=2[NH:17][N:18]=1)=[O:13])([CH3:5])([CH3:4])[CH3:3].[CH3:27][S:28](Cl)(=[O:30])=[O:29], predict the reaction product. The product is: [C:2]([C:6]1[CH:26]=[CH:25][CH:24]=[CH:23][C:7]=1[O:8][CH2:9][CH2:10][N:11]([CH3:22])[C:12]([C:14]1[C:15]2[CH2:21][N:20]([S:28]([CH3:27])(=[O:30])=[O:29])[CH2:19][C:16]=2[NH:17][N:18]=1)=[O:13])([CH3:5])([CH3:3])[CH3:4]. (2) Given the reactants [CH2:1]([O:3][C:4](=[O:23])[CH:5]=[CH:6][CH:7]([NH:15][C:16]([O:18]C(C)(C)C)=O)[CH2:8][CH:9]1[CH2:13][CH2:12][NH:11][C:10]1=[O:14])[CH3:2].Cl.[C:25]([NH:32][C@H:33](C(O)=O)[CH2:34][CH:35]([CH3:37])[CH3:36])([O:27][C:28]([CH3:31])([CH3:30])[CH3:29])=[O:26].C(N(CC)CC)C.F[P-](F)(F)(F)(F)F.N1(OC(N(C)C)=[N+](C)C)C2N=CC=CC=2N=N1, predict the reaction product. The product is: [CH2:1]([O:3][C:4](=[O:23])[CH:5]=[CH:6][CH:7]([NH:15][C:16](=[O:18])[CH:33]([NH:32][C:25]([O:27][C:28]([CH3:30])([CH3:29])[CH3:31])=[O:26])[CH2:34][CH:35]([CH3:37])[CH3:36])[CH2:8][CH:9]1[CH2:13][CH2:12][NH:11][C:10]1=[O:14])[CH3:2]. (3) Given the reactants [F:1][C:2]1[CH:7]=[CH:6][C:5]([C:8]2([CH3:21])[C:12](=[O:13])[CH:11]=[C:10](/[CH:14]=[CH:15]/[C:16]3[CH:20]=[CH:19][S:18][CH:17]=3)[O:9]2)=[CH:4][CH:3]=1.[SH:22][CH2:23][CH2:24][OH:25], predict the reaction product. The product is: [F:1][C:2]1[CH:7]=[CH:6][C:5]([C:8]2([CH3:21])[C:12](=[O:13])[CH:11]=[C:10]([CH2:14][CH:15]([S:22][CH2:23][CH2:24][OH:25])[C:16]3[CH:20]=[CH:19][S:18][CH:17]=3)[O:9]2)=[CH:4][CH:3]=1. (4) Given the reactants [I:1][C:2]1[CH:7]=[CH:6][C:5]([OH:8])=[CH:4][C:3]=1[O:9][CH3:10].C(=O)([O-])[O-].[K+].[K+].Br[CH2:18][C:19]([O:21][C:22]([CH3:25])([CH3:24])[CH3:23])=[O:20], predict the reaction product. The product is: [C:22]([O:21][C:19](=[O:20])[CH2:18][O:8][C:5]1[CH:6]=[CH:7][C:2]([I:1])=[C:3]([O:9][CH3:10])[CH:4]=1)([CH3:25])([CH3:24])[CH3:23]. (5) Given the reactants [CH3:1][C:2]1[CH:7]=[CH:6][N:5]2[C:8]([C:11]3[CH:12]=[C:13](OS(C(F)(F)F)(=O)=O)[CH:14]=[CH:15][CH:16]=3)=[CH:9][N:10]=[C:4]2[N:3]=1.C([O-])(=O)C.[K+].[B:30]1([B:30]2[O:34][C:33]([CH3:36])([CH3:35])[C:32]([CH3:38])([CH3:37])[O:31]2)[O:34][C:33]([CH3:36])([CH3:35])[C:32]([CH3:38])([CH3:37])[O:31]1.O, predict the reaction product. The product is: [CH3:1][C:2]1[CH:7]=[CH:6][N:5]2[C:8]([C:11]3[CH:16]=[CH:15][CH:14]=[C:13]([B:30]4[O:34][C:33]([CH3:36])([CH3:35])[C:32]([CH3:38])([CH3:37])[O:31]4)[CH:12]=3)=[CH:9][N:10]=[C:4]2[N:3]=1.